This data is from Full USPTO retrosynthesis dataset with 1.9M reactions from patents (1976-2016). The task is: Predict the reactants needed to synthesize the given product. (1) The reactants are: Br[C:2]1[C:3]([CH3:8])=[N:4][CH:5]=[CH:6][CH:7]=1.CC1(C)C(C)(C)OB([C:17]2[CH2:18][CH2:19][N:20]([C:23]([O:25][C:26]([CH3:29])([CH3:28])[CH3:27])=[O:24])[CH2:21][CH:22]=2)O1.C(=O)([O-])[O-].[Na+].[Na+]. Given the product [CH3:8][C:3]1[C:2]([C:17]2[CH2:22][CH2:21][N:20]([C:23]([O:25][C:26]([CH3:29])([CH3:28])[CH3:27])=[O:24])[CH2:19][CH:18]=2)=[CH:7][CH:6]=[CH:5][N:4]=1, predict the reactants needed to synthesize it. (2) Given the product [CH:6]12[CH2:9][C:3]([CH2:2][NH:1][C:18](=[O:19])[CH3:17])([O:8][CH2:7]1)[CH2:4][NH:5]2, predict the reactants needed to synthesize it. The reactants are: [NH2:1][CH2:2][C:3]12[CH2:9][CH:6]([CH2:7][O:8]1)[N:5](C(OC(C)(C)C)=O)[CH2:4]2.[CH3:17][C:18](OCl)=[O:19]. (3) Given the product [CH3:26][C:16]1[CH:21]=[CH:20][C:19]([S:22]([O:13][CH2:12][CH:11]([CH2:10][C:7]2[CH:6]=[CH:5][C:4]([N+:1]([O-:3])=[O:2])=[CH:9][CH:8]=2)[CH2:14][O:15][S:22]([C:19]2[CH:20]=[CH:21][C:16]([CH3:26])=[CH:17][CH:18]=2)(=[O:24])=[O:23])(=[O:24])=[O:23])=[CH:18][CH:17]=1, predict the reactants needed to synthesize it. The reactants are: [N+:1]([C:4]1[CH:9]=[CH:8][C:7]([CH2:10][CH:11]([CH2:14][OH:15])[CH2:12][OH:13])=[CH:6][CH:5]=1)([O-:3])=[O:2].[C:16]1([CH3:26])[CH:21]=[CH:20][C:19]([S:22](Cl)(=[O:24])=[O:23])=[CH:18][CH:17]=1.Cl. (4) Given the product [CH3:1][N:2]1[CH2:7][CH2:6][N:5]([CH2:8][CH2:9][C:10]([NH:12][C:13]2[CH:14]=[CH:15][C:16]([C:17]([OH:19])=[O:18])=[CH:21][CH:22]=2)=[O:11])[CH2:4][CH2:3]1, predict the reactants needed to synthesize it. The reactants are: [CH3:1][N:2]1[CH2:7][CH2:6][N:5]([CH2:8][CH2:9][C:10]([NH:12][C:13]2[CH:22]=[CH:21][C:16]([C:17]([O:19]C)=[O:18])=[CH:15][CH:14]=2)=[O:11])[CH2:4][CH2:3]1.[OH-].[Na+]. (5) Given the product [ClH:17].[NH2:1][CH2:4][C:5]([C:7]1[CH:16]=[CH:15][C:10]2[NH:11][C:12](=[O:14])[S:13][C:9]=2[CH:8]=1)=[O:6], predict the reactants needed to synthesize it. The reactants are: [N:1]([CH2:4][C:5]([C:7]1[CH:16]=[CH:15][C:10]2[NH:11][C:12](=[O:14])[S:13][C:9]=2[CH:8]=1)=[O:6])=[N+]=[N-].[ClH:17]. (6) Given the product [CH2:1]([O:8][C:9](=[O:22])[NH:10][C@@H:11]1[CH2:19][C:18]2[C:13](=[CH:14][CH:15]=[C:16]([CH2:20][N:37]3[CH:38]=[C:39]([CH2:40][OH:41])[C:35]([C:34]([F:33])([F:42])[F:43])=[N:36]3)[CH:17]=2)[CH2:12]1)[C:2]1[CH:7]=[CH:6][CH:5]=[CH:4][CH:3]=1, predict the reactants needed to synthesize it. The reactants are: [CH2:1]([O:8][C:9](=[O:22])[NH:10][C@@H:11]1[CH2:19][C:18]2[C:13](=[CH:14][CH:15]=[C:16]([CH2:20]O)[CH:17]=2)[CH2:12]1)[C:2]1[CH:7]=[CH:6][CH:5]=[CH:4][CH:3]=1.S(Cl)(Cl)=O.C(=O)([O-])[O-].[K+].[K+].[F:33][C:34]([F:43])([F:42])[C:35]1[C:39]([CH2:40][OH:41])=[CH:38][NH:37][N:36]=1. (7) Given the product [CH3:17][NH:16][C:14]([C:13]1[CH:18]=[CH:19][CH:20]=[CH:21][C:12]=1[S:11][C:7]1[CH:6]=[C:5]2[C:10]([C:2]([C:23]#[C:22][C:24]3[CH:29]=[CH:28][CH:27]=[CH:26][N:25]=3)=[N:3][NH:4]2)=[CH:9][CH:8]=1)=[O:15], predict the reactants needed to synthesize it. The reactants are: I[C:2]1[C:10]2[C:5](=[CH:6][C:7]([S:11][C:12]3[CH:21]=[CH:20][CH:19]=[CH:18][C:13]=3[C:14]([NH:16][CH3:17])=[O:15])=[CH:8][CH:9]=2)[NH:4][N:3]=1.[C:22]([C:24]1[CH:29]=[CH:28][CH:27]=[CH:26][N:25]=1)#[CH:23].CCN(C(C)C)C(C)C.